Dataset: Forward reaction prediction with 1.9M reactions from USPTO patents (1976-2016). Task: Predict the product of the given reaction. (1) Given the reactants C1C=C[NH+]=CC=1.[O-][Cr](Cl)(=O)=O.[F:12][C:13]([F:25])([F:24])[C:14]1[CH:15]=[C:16]([CH2:20][CH2:21][CH2:22][OH:23])[CH:17]=[CH:18][CH:19]=1, predict the reaction product. The product is: [F:12][C:13]([F:24])([F:25])[C:14]1[CH:15]=[C:16]([CH2:20][CH2:21][CH:22]=[O:23])[CH:17]=[CH:18][CH:19]=1. (2) Given the reactants Br[C:2]1[CH:3]=[CH:4][C:5]([F:19])=[C:6]([C@:8]2([CH3:18])[CH2:14][C:13]([CH3:16])([CH3:15])[O:12][CH2:11][C:10](=[O:17])[NH:9]2)[CH:7]=1.CC(C)([O-])C.[Na+].C(P(C(C)(C)C)C1C=CC=CC=1C1C(C(C)C)=CC(C(C)C)=CC=1C(C)C)(C)(C)C.[C:56](=[NH:69])([C:63]1[CH:68]=[CH:67][CH:66]=[CH:65][CH:64]=1)[C:57]1[CH:62]=[CH:61][CH:60]=[CH:59][CH:58]=1, predict the reaction product. The product is: [C:56](=[N:69][C:2]1[CH:3]=[CH:4][C:5]([F:19])=[C:6]([C@:8]2([CH3:18])[CH2:14][C:13]([CH3:16])([CH3:15])[O:12][CH2:11][C:10](=[O:17])[NH:9]2)[CH:7]=1)([C:63]1[CH:64]=[CH:65][CH:66]=[CH:67][CH:68]=1)[C:57]1[CH:62]=[CH:61][CH:60]=[CH:59][CH:58]=1. (3) The product is: [C:1]([O:5][C:6](=[O:7])[NH:8][C@@H:9]1[CH2:11][C@H:10]1[C:12]1[CH:13]=[C:14]([C:18](=[O:20])[NH:27][C:25]2[S:26][C:22]([CH3:21])=[N:23][N:24]=2)[S:15][C:16]=1[CH3:17])([CH3:2])([CH3:3])[CH3:4]. Given the reactants [C:1]([O:5][C:6]([NH:8][C@@H:9]1[CH2:11][C@H:10]1[C:12]1[CH:13]=[C:14]([C:18]([OH:20])=O)[S:15][C:16]=1[CH3:17])=[O:7])([CH3:4])([CH3:3])[CH3:2].[CH3:21][C:22]1[S:26][C:25]([NH2:27])=[N:24][N:23]=1.C(N(CC)CC)C.F[P-](F)(F)(F)(F)F.N1(OC(N(C)C)=[N+](C)C)C2N=CC=CC=2N=N1, predict the reaction product. (4) Given the reactants [C:1]([NH:4][NH:5][C:6](=[S:15])[NH:7][C:8]1[CH:13]=[CH:12][N:11]=[CH:10][C:9]=1[Br:14])(=O)[CH3:2].Cl, predict the reaction product. The product is: [Br:14][C:9]1[CH:10]=[N:11][CH:12]=[CH:13][C:8]=1[N:7]1[C:1]([CH3:2])=[N:4][N:5]=[C:6]1[SH:15]. (5) Given the reactants [F:1][C:2]1[CH:8]=[CH:7][CH:6]=[C:5]([F:9])[C:3]=1[NH2:4].C(=O)([O-])[O-].[K+].[K+].[Br:16][CH2:17][C:18](Br)=[O:19].O, predict the reaction product. The product is: [Br:16][CH2:17][C:18]([NH:4][C:3]1[C:2]([F:1])=[CH:8][CH:7]=[CH:6][C:5]=1[F:9])=[O:19]. (6) Given the reactants [C:1]([C@H:4]1[C@H:9]2[CH2:10][C@H:6]([CH:7]=[CH:8]2)[C@H:5]1[NH:11][C:12]1[C:17]([Cl:18])=[CH:16][N:15]=[C:14]2[NH:19][C:20]([C:22]3[CH:23]=[C:24]([CH:40]=[CH:41][CH:42]=3)[C:25]([N:27]3[CH2:32][CH2:31][N:30](C(OC(C)(C)C)=O)[CH2:29][CH2:28]3)=[O:26])=[N:21][C:13]=12)(=[O:3])[NH2:2], predict the reaction product. The product is: [Cl:18][C:17]1[C:12]([NH:11][C@@H:5]2[C@@H:6]3[CH2:10][C@@H:9]([CH:8]=[CH:7]3)[C@@H:4]2[C:1]([NH2:2])=[O:3])=[C:13]2[N:21]=[C:20]([C:22]3[CH:42]=[CH:41][CH:40]=[C:24]([C:25]([N:27]4[CH2:32][CH2:31][NH:30][CH2:29][CH2:28]4)=[O:26])[CH:23]=3)[NH:19][C:14]2=[N:15][CH:16]=1. (7) The product is: [CH2:1]([O:3][C:4]1[CH:5]=[C:6]([CH:7]=[CH:8][CH:9]=1)[O:10][CH2:18][C:19]([O:21][CH2:22][CH3:23])=[O:20])[CH3:2]. Given the reactants [CH2:1]([O:3][C:4]1[CH:5]=[C:6]([OH:10])[CH:7]=[CH:8][CH:9]=1)[CH3:2].C([O-])([O-])=O.[K+].[K+].Br[CH2:18][C:19]([O:21][CH2:22][CH3:23])=[O:20], predict the reaction product. (8) Given the reactants [F:1][C:2]1[CH:7]=[CH:6][CH:5]=[CH:4][C:3]=1[CH3:8].Cl[C:10]([CH3:18])([CH2:12][CH2:13][C:14](Cl)([CH3:16])[CH3:15])[CH3:11].[Cl-].[Al+3].[Cl-].[Cl-].Cl, predict the reaction product. The product is: [F:1][C:2]1[C:3]([CH3:8])=[CH:4][C:5]2[C:14]([CH3:16])([CH3:15])[CH2:13][CH2:12][C:10]([CH3:18])([CH3:11])[C:6]=2[CH:7]=1. (9) The product is: [Br:23][CH2:24][CH2:25][CH2:26][CH2:27][O:1][C:2]1[C:15]2[NH:14][C:13]3[C:8](=[CH:9][CH:10]=[CH:11][CH:12]=3)[C:7](=[O:16])[C:6]=2[CH:5]=[CH:4][CH:3]=1. Given the reactants [OH:1][C:2]1[C:15]2[NH:14][C:13]3[C:8](=[CH:9][CH:10]=[CH:11][CH:12]=3)[C:7](=[O:16])[C:6]=2[CH:5]=[CH:4][CH:3]=1.C([O-])([O-])=O.[K+].[K+].[Br:23][CH2:24][CH2:25][CH2:26][CH2:27]Br, predict the reaction product. (10) Given the reactants [C:1]1([N:7]2[C:11]([NH:12][C:13](=[O:21])OC3C=CC=CC=3)=[CH:10][C:9]([CH:22]3[CH2:27][CH2:26][O:25][CH2:24][CH2:23]3)=[N:8]2)[CH:6]=[CH:5][CH:4]=[CH:3][CH:2]=1.[Br:28]N1C(=O)CCC1=O.Cl.Cl.[F:38][C:39]1[CH:40]=[C:41]([C@@H:46]2[CH2:50][N:49]([CH2:51][CH2:52][O:53][CH3:54])[CH2:48][C@H:47]2[NH2:55])[CH:42]=[CH:43][C:44]=1[F:45].CCN(C(C)C)C(C)C, predict the reaction product. The product is: [Br:28][C:10]1[C:9]([CH:22]2[CH2:23][CH2:24][O:25][CH2:26][CH2:27]2)=[N:8][N:7]([C:1]2[CH:2]=[CH:3][CH:4]=[CH:5][CH:6]=2)[C:11]=1[NH:12][C:13]([NH:55][C@H:47]1[C@H:46]([C:41]2[CH:42]=[CH:43][C:44]([F:45])=[C:39]([F:38])[CH:40]=2)[CH2:50][N:49]([CH2:51][CH2:52][O:53][CH3:54])[CH2:48]1)=[O:21].